Dataset: Full USPTO retrosynthesis dataset with 1.9M reactions from patents (1976-2016). Task: Predict the reactants needed to synthesize the given product. (1) Given the product [CH2:9]([NH:16][C:18]1[CH:25]=[CH:24][C:21]([C:22]#[N:23])=[CH:20][CH:19]=1)[C:10]1[CH:15]=[CH:14][CH:13]=[CH:12][CH:11]=1, predict the reactants needed to synthesize it. The reactants are: [O-]P([O-])([O-])=O.[K+].[K+].[K+].[CH2:9]([NH2:16])[C:10]1[CH:15]=[CH:14][CH:13]=[CH:12][CH:11]=1.I[C:18]1[CH:25]=[CH:24][C:21]([C:22]#[N:23])=[CH:20][CH:19]=1.C(O)CO. (2) Given the product [CH3:9][C:10]([CH3:27])([CH3:26])[CH2:11][C:12]1[O:13][C:14]2[CH:20]=[CH:19][C:18]([CH:21]([F:38])[C:22]([O:24][CH3:25])=[O:23])=[CH:17][C:15]=2[N:16]=1, predict the reactants needed to synthesize it. The reactants are: C([N-]C(C)C)(C)C.[Li+].[CH3:9][C:10]([CH3:27])([CH3:26])[CH2:11][C:12]1[O:13][C:14]2[CH:20]=[CH:19][C:18]([CH2:21][C:22]([O:24][CH3:25])=[O:23])=[CH:17][C:15]=2[N:16]=1.C1C=CC(S(N(S(C2C=CC=CC=2)(=O)=O)[F:38])(=O)=O)=CC=1. (3) Given the product [OH:1][CH2:2][CH2:3][C:4]1[CH:5]=[C:6]([CH2:10][CH2:11][O:12][C:18]2[CH:17]=[C:16]([CH:21]=[CH:20][C:19]=2[O:22][CH3:23])[C:15]([OH:25])=[O:14])[CH:7]=[CH:8][CH:9]=1, predict the reactants needed to synthesize it. The reactants are: [OH:1][CH2:2][CH2:3][C:4]1[CH:5]=[C:6]([CH2:10][CH2:11][OH:12])[CH:7]=[CH:8][CH:9]=1.C[O:14][C:15](=[O:25])[C:16]1[CH:21]=[CH:20][C:19]([O:22][CH3:23])=[C:18](O)[CH:17]=1. (4) Given the product [CH3:1][CH2:2][C@@H:3]1[NH:46][C:44](=[O:45])[C@H:43]([C@H:47]([O:54][C:86]([CH3:87])=[O:88])[C@@H:48]([CH2:50]/[CH:51]=[CH:52]/[CH3:53])[CH3:49])[N:42]([CH3:55])[C:40](=[O:41])[C@H:39]([CH:56]([CH3:57])[CH3:58])[N:38]([CH3:59])[C:36](=[O:37])[C@H:35]([CH2:60][CH:61]([CH3:62])[CH3:63])[N:34]([CH3:64])[C:32](=[O:33])[C@H:31]([CH2:65][CH:66]([CH3:68])[CH3:67])[N:30]([CH3:69])[C:28](=[O:29])[C@@H:27]([CH3:70])[NH:26][C:24](=[O:25])[C@H:23]([CH3:71])[NH:22][C:20](=[O:21])[C@H:19]([CH2:72][CH:73]([CH3:75])[CH3:74])[N:18]([CH3:76])[C:16](=[O:17])[C@H:15]([CH:77]([CH3:79])[CH3:78])[NH:14][C:12](=[O:13])[C@H:11]([CH2:80][CH:81]([CH3:83])[CH3:82])[N:10]([CH3:84])[C:8](=[O:9])[CH2:7][N:6]([CH3:85])[C:4]1=[O:5], predict the reactants needed to synthesize it. The reactants are: [CH3:1][CH2:2][C@@H:3]1[NH:46][C:44](=[O:45])[C@H:43]([C@H:47]([OH:54])[C@@H:48]([CH2:50]/[CH:51]=[CH:52]/[CH3:53])[CH3:49])[N:42]([CH3:55])[C:40](=[O:41])[C@H:39]([CH:56]([CH3:58])[CH3:57])[N:38]([CH3:59])[C:36](=[O:37])[C@H:35]([CH2:60][CH:61]([CH3:63])[CH3:62])[N:34]([CH3:64])[C:32](=[O:33])[C@H:31]([CH2:65][CH:66]([CH3:68])[CH3:67])[N:30]([CH3:69])[C:28](=[O:29])[C@@H:27]([CH3:70])[NH:26][C:24](=[O:25])[C@H:23]([CH3:71])[NH:22][C:20](=[O:21])[C@H:19]([CH2:72][CH:73]([CH3:75])[CH3:74])[N:18]([CH3:76])[C:16](=[O:17])[C@H:15]([CH:77]([CH3:79])[CH3:78])[NH:14][C:12](=[O:13])[C@H:11]([CH2:80][CH:81]([CH3:83])[CH3:82])[N:10]([CH3:84])[C:8](=[O:9])[CH2:7][N:6]([CH3:85])[C:4]1=[O:5].[C:86](OC(=O)C)(=[O:88])[CH3:87].N1C=CC=CC=1.C(=O)(O)[O-].[Na+]. (5) Given the product [F:1][C:2]1[CH:3]=[C:4]([CH:22]=[CH:23][C:24]=1[F:25])[CH2:5][C@H:6]1[CH2:11][C@H:10]([C:12]2[O:16][NH:15][C:14](=[O:17])[CH:13]=2)[CH2:9][CH2:8][NH:7]1, predict the reactants needed to synthesize it. The reactants are: [F:1][C:2]1[CH:3]=[C:4]([CH:22]=[CH:23][C:24]=1[F:25])[CH2:5][C@H:6]1[CH2:11][C@H:10]([C:12]2[O:16][NH:15][C:14](=[O:17])[CH:13]=2)[CH2:9][CH2:8][N:7]1C(OC)=O.Br.